This data is from Catalyst prediction with 721,799 reactions and 888 catalyst types from USPTO. The task is: Predict which catalyst facilitates the given reaction. (1) Reactant: CN(C(ON1N=NC2C=CC=NC1=2)=[N+](C)C)C.F[P-](F)(F)(F)(F)F.[NH2:25][CH2:26][C:27]1[C:28]([F:44])=[C:29]([O:34][C:35]2[CH:36]=[C:37]([CH:40]=[C:41]([Cl:43])[CH:42]=2)[C:38]#[N:39])[C:30]([Cl:33])=[CH:31][CH:32]=1.[Cl:45][C:46]1[CH:50]=[CH:49][NH:48][C:47]=1[C:51](O)=[O:52].CCN(C(C)C)C(C)C. Product: [Cl:45][C:46]1[CH:50]=[CH:49][NH:48][C:47]=1[C:51]([NH:25][CH2:26][C:27]1[CH:32]=[CH:31][C:30]([Cl:33])=[C:29]([O:34][C:35]2[CH:36]=[C:37]([C:38]#[N:39])[CH:40]=[C:41]([Cl:43])[CH:42]=2)[C:28]=1[F:44])=[O:52]. The catalyst class is: 3. (2) Reactant: [CH3:1][O:2][C:3]1[CH:8]=[CH:7][N+:6]([O-])=[CH:5][CH:4]=1.C[Si]([C:14]#[N:15])(C)C.CN(C)C(Cl)=O.C(=O)([O-])O.[Na+]. Product: [CH3:1][O:2][C:3]1[CH:8]=[CH:7][N:6]=[C:5]([C:14]#[N:15])[CH:4]=1. The catalyst class is: 10. (3) Reactant: [CH2:1]([NH2:8])[C:2]1[CH:7]=[CH:6][CH:5]=[CH:4][CH:3]=1.[CH2:9]([O:16][C:17]1[CH:24]=[CH:23][C:20]([CH:21]=O)=[CH:19][C:18]=1[N+:25]([O-:27])=[O:26])[C:10]1[CH:15]=[CH:14][CH:13]=[CH:12][CH:11]=1.C(O[BH-](OC(=O)C)OC(=O)C)(=O)C.[Na+]. Product: [CH2:1]([NH:8][CH2:21][C:20]1[CH:23]=[CH:24][C:17]([O:16][CH2:9][C:10]2[CH:15]=[CH:14][CH:13]=[CH:12][CH:11]=2)=[C:18]([N+:25]([O-:27])=[O:26])[CH:19]=1)[C:2]1[CH:7]=[CH:6][CH:5]=[CH:4][CH:3]=1. The catalyst class is: 26. (4) Reactant: [H-].[Na+].[CH3:3][C:4]1[C:12]2[N:11]=[C:10]([CH2:13][CH2:14][CH3:15])[NH:9][C:8]=2[CH:7]=[C:6]([C:16]2[CH:21]=[CH:20][CH:19]=[CH:18][CH:17]=2)[CH:5]=1.[CH3:22][CH2:23][O:24][C:25]([CH2:27]Br)=[O:26]. Product: [CH3:3][C:4]1[C:12]2[N:11]=[C:10]([CH2:13][CH2:14][CH3:15])[N:9]([CH2:27][C:25]([O:24][CH2:23][CH3:22])=[O:26])[C:8]=2[CH:7]=[C:6]([C:16]2[CH:21]=[CH:20][CH:19]=[CH:18][CH:17]=2)[CH:5]=1. The catalyst class is: 1.